This data is from Full USPTO retrosynthesis dataset with 1.9M reactions from patents (1976-2016). The task is: Predict the reactants needed to synthesize the given product. (1) The reactants are: C(OC([N:8]1[CH2:12][CH2:11][CH2:10][CH:9]1[CH2:13][O:14][C:15]1[CH:20]=[CH:19][C:18]([O:21][CH2:22][C:23]#[CH:24])=[CH:17][CH:16]=1)=O)(C)(C)C.[ClH:25]. Given the product [ClH:25].[CH2:22]([O:21][C:18]1[CH:19]=[CH:20][C:15]([O:14][CH2:13][C@H:9]2[CH2:10][CH2:11][CH2:12][NH:8]2)=[CH:16][CH:17]=1)[C:23]#[CH:24], predict the reactants needed to synthesize it. (2) The reactants are: CC(C)([O-])C.[K+].[C:7]([O:15][CH2:16][CH3:17])(=[O:14])[CH2:8][C:9]([O:11][CH2:12][CH3:13])=[O:10].CS(O[C@H:23]1[CH2:28][CH2:27][C@@H:26]([NH:29][C:30]([O:32][C:33]([CH3:36])([CH3:35])[CH3:34])=[O:31])[C@H:25]([C:37]2[CH:42]=[CH:41][C:40]([Cl:43])=[CH:39][CH:38]=2)[CH2:24]1)(=O)=O.C([O-])(O)=O.[Na+]. Given the product [C:33]([O:32][C:30]([NH:29][C@@H:26]1[CH2:27][CH2:28][C@@H:23]([CH:8]([C:9]([O:11][CH2:12][CH3:13])=[O:10])[C:7]([O:15][CH2:16][CH3:17])=[O:14])[CH2:24][C@H:25]1[C:37]1[CH:42]=[CH:41][C:40]([Cl:43])=[CH:39][CH:38]=1)=[O:31])([CH3:36])([CH3:34])[CH3:35], predict the reactants needed to synthesize it. (3) Given the product [Cl:1][C:2]1[C:35]([Cl:36])=[CH:34][CH:33]=[CH:32][C:3]=1[CH2:4][C:5]1[CH:6]=[C:7]2[C:12](=[C:13]([F:15])[CH:14]=1)[N:11]([CH2:16][CH2:17][OH:18])[CH:10]=[C:9]([C:26]([O:28][CH2:29][CH3:30])=[O:27])[C:8]2=[O:31], predict the reactants needed to synthesize it. The reactants are: [Cl:1][C:2]1[C:35]([Cl:36])=[CH:34][CH:33]=[CH:32][C:3]=1[CH2:4][C:5]1[CH:6]=[C:7]2[C:12](=[C:13]([F:15])[CH:14]=1)[N:11]([CH2:16][CH2:17][O:18][Si](C(C)(C)C)(C)C)[CH:10]=[C:9]([C:26]([O:28][CH2:29][CH3:30])=[O:27])[C:8]2=[O:31].[F-].C([N+](CCCC)(CCCC)CCCC)CCC.O. (4) Given the product [ClH:1].[Cl:1][C:2]1[CH:25]=[CH:24][C:5]([O:6][C:7]2[CH:23]=[CH:22][C:10]([O:11][CH2:12][C@@H:13]3[CH2:17][CH2:16][CH2:15][N:14]3[CH2:18][CH2:19][CH2:20][NH:21][S:35]([CH3:26])(=[O:37])=[O:36])=[CH:9][CH:8]=2)=[CH:4][CH:3]=1, predict the reactants needed to synthesize it. The reactants are: [Cl:1][C:2]1[CH:25]=[CH:24][C:5]([O:6][C:7]2[CH:23]=[CH:22][C:10]([O:11][CH2:12][C@@H:13]3[CH2:17][CH2:16][CH2:15][N:14]3[CH2:18][CH2:19][CH2:20][NH2:21])=[CH:9][CH:8]=2)=[CH:4][CH:3]=1.[CH:26](N(C(C)C)CC)(C)C.[S:35](Cl)(Cl)(=[O:37])=[O:36]. (5) Given the product [C:12]([C:14]1[CH:21]=[CH:20][C:17]([CH:18]=[C:7]2[NH:1][C:2](=[O:3])[NH:4][C:5]2=[O:6])=[CH:16][CH:15]=1)#[N:13], predict the reactants needed to synthesize it. The reactants are: [NH:1]1[CH2:7][C:5](=[O:6])[NH:4][C:2]1=[O:3].NCCO.[C:12]([C:14]1[CH:21]=[CH:20][C:17]([CH:18]=O)=[CH:16][CH:15]=1)#[N:13].Cl. (6) Given the product [NH2:8][C@H:9]([CH3:29])[C@@H:10]([OH:28])[CH2:11][N:12]([CH2:18][CH2:19][CH2:20][C:21]1[CH:22]=[CH:23][C:24]([F:27])=[CH:25][CH:26]=1)[CH2:13][C:14]([F:15])([F:16])[F:17], predict the reactants needed to synthesize it. The reactants are: C([N:8](CC1C=CC=CC=1)[C@H:9]([CH3:29])[C@@H:10]([OH:28])[CH2:11][N:12]([CH2:18][CH2:19][CH2:20][C:21]1[CH:26]=[CH:25][C:24]([F:27])=[CH:23][CH:22]=1)[CH2:13][C:14]([F:17])([F:16])[F:15])C1C=CC=CC=1.CC(O)=O.CCOCC.